From a dataset of Experimentally validated miRNA-target interactions with 360,000+ pairs, plus equal number of negative samples. Binary Classification. Given a miRNA mature sequence and a target amino acid sequence, predict their likelihood of interaction. The miRNA is hsa-miR-6756-3p with sequence UCCCCUUCCUCCCUGCCCAG. The protein sequence of the target gene is MRRLSSWRKMATAEKQKHDGRVKIGHYILGDTLGVGTFGKVKVGKHELTGHKVAVKILNRQKIRSLDVVGKIRREIQNLKLFRHPHIIKLYQVISTPSDIFMVMEYVSGGELFDYICKNGRLDEKESRRLFQQILSGVDYCHRHMVVHRDLKPENVLLDAHMNAKIADFGLSNMMSDGEFLRTSCGSPNYAAPEVISGRLYAGPEVDIWSSGVILYALLCGTLPFDDDHVPTLFKKICDGIFYTPQYLNPSVISLLKHMLQVDPMKRAAIKDIREHEWFKQDLPKYLFPEDPSYSSTMID.... Result: 0 (no interaction).